Task: Regression. Given two drug SMILES strings and cell line genomic features, predict the synergy score measuring deviation from expected non-interaction effect.. Dataset: NCI-60 drug combinations with 297,098 pairs across 59 cell lines (1) Drug 1: C1CC(C1)(C(=O)O)C(=O)O.[NH2-].[NH2-].[Pt+2]. Drug 2: C1C(C(OC1N2C=NC3=C2NC=NCC3O)CO)O. Cell line: OVCAR-5. Synergy scores: CSS=5.27, Synergy_ZIP=-1.41, Synergy_Bliss=0.0754, Synergy_Loewe=-0.979, Synergy_HSA=-0.459. (2) Drug 1: CCC1=CC2CC(C3=C(CN(C2)C1)C4=CC=CC=C4N3)(C5=C(C=C6C(=C5)C78CCN9C7C(C=CC9)(C(C(C8N6C)(C(=O)OC)O)OC(=O)C)CC)OC)C(=O)OC.C(C(C(=O)O)O)(C(=O)O)O. Drug 2: CN1C2=C(C=C(C=C2)N(CCCl)CCCl)N=C1CCCC(=O)O.Cl. Cell line: CCRF-CEM. Synergy scores: CSS=40.8, Synergy_ZIP=-3.49, Synergy_Bliss=-1.52, Synergy_Loewe=-11.7, Synergy_HSA=-2.23. (3) Drug 1: COC1=CC(=CC(=C1O)OC)C2C3C(COC3=O)C(C4=CC5=C(C=C24)OCO5)OC6C(C(C7C(O6)COC(O7)C8=CC=CS8)O)O. Drug 2: CC=C1C(=O)NC(C(=O)OC2CC(=O)NC(C(=O)NC(CSSCCC=C2)C(=O)N1)C(C)C)C(C)C. Cell line: SNB-75. Synergy scores: CSS=62.8, Synergy_ZIP=3.44, Synergy_Bliss=6.96, Synergy_Loewe=-14.8, Synergy_HSA=10.3.